Dataset: KCNQ2 potassium channel screen with 302,405 compounds. Task: Binary Classification. Given a drug SMILES string, predict its activity (active/inactive) in a high-throughput screening assay against a specified biological target. (1) The molecule is S(=O)(=O)(N\C(=N\C1CCCC1)C(F)(F)F)c1ccccc1. The result is 0 (inactive). (2) The molecule is Clc1cc(N)c(C(OCC(=O)N(Cc2ccccc2)C)=O)cc1. The result is 0 (inactive). (3) The drug is O(c1ccc(c2nn(nn2)CC(=O)NCc2ccc(cc2)C)cc1)CC. The result is 0 (inactive). (4) The molecule is Brc1cc(F)c(Cn2ncc3c(c2=O)cccc3)cc1. The result is 0 (inactive). (5) The compound is O(C(=O)c1ccc(Nc2nc(nc3c2cccc3)c2ccncc2)cc1)C. The result is 0 (inactive).